Dataset: Drug-target binding data from BindingDB using IC50 measurements. Task: Regression. Given a target protein amino acid sequence and a drug SMILES string, predict the binding affinity score between them. We predict pIC50 (pIC50 = -log10(IC50 in M); higher means more potent). Dataset: bindingdb_ic50. (1) The compound is O=C(Nc1ccc(F)cc1)OCC1(C(F)(F)F)OC(=O)Nc2ccc(Cl)cc21. The target protein (Q9H5J4) has sequence MNMSVLTLQEYEFEKQFNENEAIQWMQENWKKSFLFSALYAAFIFGGRHLMNKRAKFELRKPLVLWSLTLAVFSIFGALRTGAYMVYILMTKGLKQSVCDQGFYNGPVSKFWAYAFVLSKAPELGDTIFIILRKQKLIFLHWYHHITVLLYSWYSYKDMVAGGGWFMTMNYGVHAVMYSYYALRAAGFRVSRKFAMFITLSQITQMLMGCVVNYLVFCWMQHDQCHSHFQNIFWSSLMYLSYLVLFCHFFFEAYIGKMRKTTKAE. The pIC50 is 6.8. (2) The small molecule is COc1ccc(C(=O)c2nccc3cc(OC)c(OC)cc23)cc1OC. The target protein (P62136) has sequence MSDSEKLNLDSIIGRLLEVQGSRPGKNVQLTENEIRGLCLKSREIFLSQPILLELEAPLKICGDIHGQYYDLLRLFEYGGFPPESNYLFLGDYVDRGKQSLETICLLLAYKIKYPENFFLLRGNHECASINRIYGFYDECKRRYNIKLWKTFTDCFNCLPIAAIVDEKIFCCHGGLSPDLQSMEQIRRIMRPTDVPDQGLLCDLLWSDPDKDVQGWGENDRGVSFTFGAEVVAKFLHKHDLDLICRAHQVVEDGYEFFAKRQLVTLFSAPNYCGEFDNAGAMMSVDETLMCSFQILKPADKNKGKYGQFSGLNPGGRPITPPRNSAKAKK. The pIC50 is 4.2. (3) The compound is Cc1nc2cnc3cc(F)c(-c4ccc(Oc5ncccn5)cc4Cl)cc3c2n1C1CCN(S(C)(=O)=O)CC1. The target protein sequence is MPKKKPTPIQLNPAPDGSAVNGTSSAETNLEALQKKLEELELDEQQRKRLEAFLTQKQKVGELKDDDFEKISELGAGNGGVVFKVSHKPSGLVMARRLIHLEIKPAIRNQIIRELQVLHECNSPYIVGFYGAFYSDGEISICMEHMDGGSLDQVLKKAGRIPEQILGKVSIAVIKGLTYLREKHKIMHRDVKPSNILVNSRGEIKLCDFGVSGQLIDSMANSFVGTRSYMSPERLQGTHYSVQSDIWSMGLSLVEMAVGRYPIPPPDAKELELMFGCQVEGDAAETPPRPRTPGRPLSSYGMDSRPPMAIFELLDYIVNEPPPKLPSGVFSLEFQDFVNKCLIKNPAERADLKQLMVHAFIKRSDAEEVDFAGWLCSTIGLNQPSTPTHAAGV. The pIC50 is 7.4.